Task: Predict the product of the given reaction.. Dataset: Forward reaction prediction with 1.9M reactions from USPTO patents (1976-2016) (1) Given the reactants [C:1]([O:5][C:6](=[O:19])[NH:7][CH2:8][C@H:9]1[CH2:14][CH2:13][C@H:12]([CH2:15][N:16]=[N+]=[N-])[CH2:11][CH2:10]1)([CH3:4])([CH3:3])[CH3:2].[H][H], predict the reaction product. The product is: [C:1]([O:5][C:6](=[O:19])[NH:7][CH2:8][C@H:9]1[CH2:10][CH2:11][C@H:12]([CH2:15][NH2:16])[CH2:13][CH2:14]1)([CH3:4])([CH3:2])[CH3:3]. (2) Given the reactants [CH2:1]1[O:9][C:8]2[CH:7]=[CH:6][C:5]([CH2:10][NH:11][C:12](=[O:15])[CH2:13][Cl:14])=[CH:4][C:3]=2[O:2]1.[ClH:16].Cl.[CH2:18]([N:27]1[CH2:32][CH2:31][NH:30][CH2:29][CH2:28]1)[C:19]([C:21]1[CH:26]=[CH:25][CH:24]=[CH:23][CH:22]=1)=[O:20].C([O-])([O-])=O.[K+].[K+], predict the reaction product. The product is: [ClH:14].[ClH:16].[CH2:18]([N:27]1[CH2:32][CH2:31][N:30]([CH2:13][C:12]([NH:11][CH2:10][C:5]2[CH:6]=[CH:7][C:8]3[O:9][CH2:1][O:2][C:3]=3[CH:4]=2)=[O:15])[CH2:29][CH2:28]1)[C:19]([C:21]1[CH:22]=[CH:23][CH:24]=[CH:25][CH:26]=1)=[O:20]. (3) Given the reactants [OH:1][C:2]1([C:8]2[CH:13]=[CH:12][CH:11]=[C:10]([C:14]([F:17])([F:16])[F:15])[CH:9]=2)[CH2:7][CH2:6][NH:5][CH2:4][CH2:3]1.C(N(CC)CC)C.[S:25]1[C:29]2[CH:30]=[CH:31][C:32]([CH2:34][C:35](O)=O)=[CH:33][C:28]=2[CH:27]=[CH:26]1.F[P-](F)(F)(F)(F)F.N1(O[P+](N(C)C)(N(C)C)N(C)C)C2C=CC=CC=2N=N1, predict the reaction product. The product is: [OH:1][C:2]1([C:8]2[CH:13]=[CH:12][CH:11]=[C:10]([C:14]([F:17])([F:15])[F:16])[CH:9]=2)[CH2:7][CH2:6][N:5]([CH2:35][CH2:34][C:32]2[CH:31]=[CH:30][C:29]3[S:25][CH:26]=[CH:27][C:28]=3[CH:33]=2)[CH2:4][CH2:3]1. (4) Given the reactants [Cl:1][C:2]1[CH:25]=[CH:24][C:5]([CH2:6][N:7]2[C:15]3[C:10](=[CH:11][C:12](/[CH:16]=[C:17]4/[C:18](=[O:23])[NH:19][C:20](=[O:22])[S:21]/4)=[CH:13][CH:14]=3)[CH:9]=[N:8]2)=[C:4]([C:26]([F:29])([F:28])[F:27])[CH:3]=1.[NH:30]([CH2:34][CH2:35]O)[CH2:31][CH2:32][OH:33], predict the reaction product. The product is: [Cl:1][C:2]1[CH:25]=[CH:24][C:5]([CH2:6][N:7]2[C:15]3[C:10](=[CH:11][C:12](/[CH:16]=[C:17]4/[C:18](=[O:23])[N:19]([CH2:35][CH2:34][NH:30][CH2:31][CH2:32][OH:33])[C:20](=[O:22])[S:21]/4)=[CH:13][CH:14]=3)[CH:9]=[N:8]2)=[C:4]([C:26]([F:27])([F:29])[F:28])[CH:3]=1.